From a dataset of Forward reaction prediction with 1.9M reactions from USPTO patents (1976-2016). Predict the product of the given reaction. (1) Given the reactants C(N(CC)CC)C.[CH2:8]([O:15][C:16]1[CH:25]=[C:24]2[C:19]([C:20](Cl)=[C:21]([N+:26]([O-:28])=[O:27])[CH:22]=[N:23]2)=[CH:18][CH:17]=1)[C:9]1[CH:14]=[CH:13][CH:12]=[CH:11][CH:10]=1.[CH3:30][C:31]1([CH3:38])[O:35][CH:34]([CH2:36][NH2:37])[CH2:33][O:32]1, predict the reaction product. The product is: [CH2:8]([O:15][C:16]1[CH:25]=[C:24]2[C:19]([C:20]([NH:37][CH2:36][CH:34]3[CH2:33][O:32][C:31]([CH3:38])([CH3:30])[O:35]3)=[C:21]([N+:26]([O-:28])=[O:27])[CH:22]=[N:23]2)=[CH:18][CH:17]=1)[C:9]1[CH:14]=[CH:13][CH:12]=[CH:11][CH:10]=1. (2) Given the reactants [CH2:1]([O:3][C:4](=[O:14])[CH2:5][C:6]1[CH:11]=[CH:10][CH:9]=[C:8]([CH2:12]Br)[CH:7]=1)[CH3:2].C(=O)([O-])[O-:16].[Ca+2], predict the reaction product. The product is: [CH2:1]([O:3][C:4](=[O:14])[CH2:5][C:6]1[CH:11]=[CH:10][CH:9]=[C:8]([CH2:12][OH:16])[CH:7]=1)[CH3:2]. (3) Given the reactants C(OC([NH:8][CH2:9][C:10]([NH:12][CH:13]([C:36]([O:38][CH3:39])=[O:37])[CH2:14][C:15]1[CH:35]=[CH:34][C:18]([O:19][C:20]2[CH:33]=[CH:32][C:23]([CH2:24][CH:25]3[S:29][C:28](=[O:30])[NH:27][C:26]3=[O:31])=[CH:22][CH:21]=2)=[CH:17][CH:16]=1)=[O:11])=O)(C)(C)C.[ClH:40], predict the reaction product. The product is: [ClH:40].[NH2:8][CH2:9][C:10]([NH:12][CH:13]([C:36]([O:38][CH3:39])=[O:37])[CH2:14][C:15]1[CH:35]=[CH:34][C:18]([O:19][C:20]2[CH:33]=[CH:32][C:23]([CH2:24][CH:25]3[S:29][C:28](=[O:30])[NH:27][C:26]3=[O:31])=[CH:22][CH:21]=2)=[CH:17][CH:16]=1)=[O:11]. (4) Given the reactants [CH:1]1[C:10]2[CH2:9][CH2:8][CH2:7][CH2:6][C:5]=2[CH:4]=[CH:3][N:2]=1.CC(O)=[O:13], predict the reaction product. The product is: [CH:1]1[C:10]2[CH2:9][CH2:8][CH2:7][CH2:6][C:5]=2[CH:4]=[CH:3][N+:2]=1[O-:13]. (5) Given the reactants Br[CH2:2][C:3]1[O:7][C:6]([C:8]2[CH:13]=[CH:12][CH:11]=[CH:10][CH:9]=2)=[N:5][CH:4]=1.[C:14]1(=[O:24])[NH:18][C:17](=[O:19])[C:16]2=[CH:20][CH:21]=[CH:22][CH:23]=[C:15]12.[K], predict the reaction product. The product is: [C:8]1([C:6]2[O:7][C:3]([CH2:2][N:18]3[C:14](=[O:24])[C:15]4[C:16](=[CH:20][CH:21]=[CH:22][CH:23]=4)[C:17]3=[O:19])=[CH:4][N:5]=2)[CH:13]=[CH:12][CH:11]=[CH:10][CH:9]=1. (6) Given the reactants Cl[C:2]1[N:7]=[C:6]([NH2:8])[N:5]=[C:4]([NH:9][C:10]2[CH:15]=[CH:14][C:13]([O:16][C:17]3[CH:22]=[CH:21][N:20]=[C:19]([C:23]([F:26])([F:25])[F:24])[CH:18]=3)=[CH:12][CH:11]=2)[CH:3]=1.[NH:27]1[C:35]2[C:30](=[CH:31][C:32](B(O)O)=[CH:33][CH:34]=2)[CH:29]=[CH:28]1.C([O-])([O-])=O.[K+].[K+], predict the reaction product. The product is: [NH:27]1[C:35]2[C:30](=[CH:31][C:32]([C:2]3[N:7]=[C:6]([NH2:8])[N:5]=[C:4]([NH:9][C:10]4[CH:15]=[CH:14][C:13]([O:16][C:17]5[CH:22]=[CH:21][N:20]=[C:19]([C:23]([F:26])([F:25])[F:24])[CH:18]=5)=[CH:12][CH:11]=4)[CH:3]=3)=[CH:33][CH:34]=2)[CH:29]=[CH:28]1. (7) The product is: [CH2:19]([O:18][CH:4]([O:3][CH2:1][CH3:2])[C:5]1[CH:17]=[CH:16][C:8]([CH2:9][CH2:10][CH2:11][OH:12])=[CH:7][CH:6]=1)[CH3:20]. Given the reactants [CH2:1]([O:3][CH:4]([O:18][CH2:19][CH3:20])[C:5]1[CH:17]=[CH:16][C:8]([CH:9]=[CH:10][C:11](OCC)=[O:12])=[CH:7][CH:6]=1)[CH3:2], predict the reaction product. (8) Given the reactants [F:1][C:2]1[CH:3]=[C:4]([C:9]2[CH:14]=[CH:13][C:12]([C:15]3[C:24]4[C:19](=[CH:20][C:21]([S:25](OC5C(F)=C(F)C(F)=C(F)C=5F)(=[O:27])=[O:26])=[CH:22][CH:23]=4)[CH:18]=[CH:17][N:16]=3)=[C:11]([O:40][CH3:41])[CH:10]=2)[CH:5]=[C:6]([F:8])[CH:7]=1.[CH3:42][O:43][C:44]1[S:48][C:47]([NH2:49])=[N:46][N:45]=1.C(=O)([O-])[O-].[Cs+].[Cs+], predict the reaction product. The product is: [F:1][C:2]1[CH:3]=[C:4]([C:9]2[CH:14]=[CH:13][C:12]([C:15]3[C:24]4[C:19](=[CH:20][C:21]([S:25]([NH:49][C:47]5[S:48][C:44]([O:43][CH3:42])=[N:45][N:46]=5)(=[O:26])=[O:27])=[CH:22][CH:23]=4)[CH:18]=[CH:17][N:16]=3)=[C:11]([O:40][CH3:41])[CH:10]=2)[CH:5]=[C:6]([F:8])[CH:7]=1. (9) Given the reactants [NH2:1][CH:2]([CH2:5][CH2:6][S:7][CH3:8])[CH2:3][OH:4].C(=O)(O)[O-:10].[Na+].O, predict the reaction product. The product is: [NH2:1][CH:2]([CH2:5][CH2:6][S:7][CH3:8])[C:3]([OH:10])=[O:4].